Dataset: Reaction yield outcomes from USPTO patents with 853,638 reactions. Task: Predict the reaction yield, written as a fraction of the theoretical maximum amount of product (1.0 means a 100% yield; for example, 0.34 means a 34% yield). (1) The reactants are [CH3:1][C:2]1[C:6]2[CH:7]=[CH:8][C:9]([C:11]([O:13]C)=[O:12])=[CH:10][C:5]=2[O:4][N:3]=1.[OH-].[Na+]. The catalyst is CO. The product is [CH3:1][C:2]1[C:6]2[CH:7]=[CH:8][C:9]([C:11]([OH:13])=[O:12])=[CH:10][C:5]=2[O:4][N:3]=1. The yield is 0.920. (2) The reactants are [NH2:1][C:2]1[O:3][C@H:4]2[C@@H:6]([C@:7]([C:12]3[CH:13]=[C:14]([NH:20][C:21]([C:23]4[CH:32]=[CH:31][C:26]([C:27](=N)[O:28][CH3:29])=[CH:25][N:24]=4)=[O:22])[CH:15]=[C:16]([F:19])[C:17]=3[F:18])([CH:9]([F:11])[F:10])[N:8]=1)[CH2:5]2.Cl.C(=O)(O)[O-:35].[Na+]. The catalyst is [OH-].[Na+]. The product is [NH2:1][C:2]1[O:3][C@@H:4]2[C@H:6]([C@@:7]([C:12]3[CH:13]=[C:14]([NH:20][C:21]([C:23]4[CH:32]=[CH:31][C:26]([C:27]([O:28][CH3:29])=[O:35])=[CH:25][N:24]=4)=[O:22])[CH:15]=[C:16]([F:19])[C:17]=3[F:18])([CH:9]([F:11])[F:10])[N:8]=1)[CH2:5]2. The yield is 0.595. (3) The reactants are [N+:1]([C:4]1[CH:12]=[C:11]2[C:7]([CH:8]=[CH:9][NH:10]2)=[CH:6][CH:5]=1)([O-:3])=[O:2].CCN(C(C)C)C(C)C.[C:22](Br)([CH3:25])([CH3:24])[CH3:23]. The catalyst is CCCC[N+](CCCC)(CCCC)CCCC.[I-].C1(C)C=CC=CC=1.[O-]S(C(F)(F)F)(=O)=O.[Zn+2].[O-]S(C(F)(F)F)(=O)=O. The product is [C:22]([C:8]1[C:7]2[C:11](=[CH:12][C:4]([N+:1]([O-:3])=[O:2])=[CH:5][CH:6]=2)[NH:10][CH:9]=1)([CH3:25])([CH3:24])[CH3:23]. The yield is 0.190. (4) The reactants are FC(F)(F)C(O)=O.C(OC([N:15]1[CH2:20][CH2:19][N:18]2[C:21]([C:24]3[CH:29]=[CH:28][C:27]([O:30][CH3:31])=[CH:26][CH:25]=3)=[N:22][N:23]=[C:17]2[CH:16]1[C:32]1[O:36][N:35]=[C:34]([C:37]2[CH:42]=[CH:41][CH:40]=[C:39]([Cl:43])[CH:38]=2)[N:33]=1)=O)(C)(C)C. The catalyst is ClCCl. The product is [Cl:43][C:39]1[CH:38]=[C:37]([C:34]2[N:33]=[C:32]([CH:16]3[NH:15][CH2:20][CH2:19][N:18]4[C:21]([C:24]5[CH:29]=[CH:28][C:27]([O:30][CH3:31])=[CH:26][CH:25]=5)=[N:22][N:23]=[C:17]34)[O:36][N:35]=2)[CH:42]=[CH:41][CH:40]=1. The yield is 0.690. (5) The reactants are [C:1]([O:9]CC)(=O)[CH2:2][C:3]([O:5][CH2:6][CH3:7])=[O:4].[H-].[Na+].[H][H].[F:16][C:17]1[CH:36]=[CH:35][C:20]([CH2:21][N:22]2[C:27]3[CH:28]=[CH:29][C:30]([CH3:32])=[CH:31][C:26]=3[C:25](=O)[O:24]C2=O)=[CH:19][CH:18]=1. The catalyst is CC(N(C)C)=O. The product is [CH2:6]([O:5][C:3]([C:2]1[C:1](=[O:9])[N:22]([CH2:21][C:20]2[CH:35]=[CH:36][C:17]([F:16])=[CH:18][CH:19]=2)[C:27]2[C:26]([C:25]=1[OH:24])=[CH:31][C:30]([CH3:32])=[CH:29][CH:28]=2)=[O:4])[CH3:7]. The yield is 0.710. (6) The reactants are [CH3:1][O:2][C:3]1[CH:12]=[CH:11][C:6]2[C:7](=[O:10])[CH2:8][O:9][C:5]=2[C:4]=1[C:13]#[C:14][CH2:15][N:16]1[CH2:21][CH2:20][N:19]([C:22]([O:24][C:25]([CH3:28])([CH3:27])[CH3:26])=[O:23])[CH2:18][CH2:17]1. The catalyst is C(O)C.[Pd]. The product is [CH3:1][O:2][C:3]1[CH:12]=[CH:11][C:6]2[C:7](=[O:10])[CH2:8][O:9][C:5]=2[C:4]=1[CH2:13][CH2:14][CH2:15][N:16]1[CH2:17][CH2:18][N:19]([C:22]([O:24][C:25]([CH3:28])([CH3:27])[CH3:26])=[O:23])[CH2:20][CH2:21]1. The yield is 0.850.